This data is from Forward reaction prediction with 1.9M reactions from USPTO patents (1976-2016). The task is: Predict the product of the given reaction. (1) Given the reactants [C:1]([C:3]([C:6]1[CH:7]=[C:8]([CH:12]=[CH:13][CH:14]=1)[C:9]([OH:11])=O)([CH3:5])[CH3:4])#[N:2].CN(C(ON1N=NC2C=CC=CC1=2)=[N+](C)C)C.[B-](F)(F)(F)F.CCN(C(C)C)C(C)C.[I:46][C:47]1[CH:48]=[C:49]([CH:51]=[CH:52][C:53]=1[CH3:54])[NH2:50], predict the reaction product. The product is: [C:1]([C:3]([C:6]1[CH:7]=[C:8]([CH:12]=[CH:13][CH:14]=1)[C:9]([NH:50][C:49]1[CH:51]=[CH:52][C:53]([CH3:54])=[C:47]([I:46])[CH:48]=1)=[O:11])([CH3:4])[CH3:5])#[N:2]. (2) The product is: [CH3:22][O:21][C:17]1[CH:16]=[C:15]([C:8]2[N:9]=[C:10]3[N:14]([C:7]=2[C:5]2[CH:4]=[CH:3][N:27]=[C:26]([NH:29][C@@H:30]4[CH2:35][CH2:34][CH2:33][N:32]([C:36]([O:38][C:39]([CH3:42])([CH3:41])[CH3:40])=[O:37])[CH2:31]4)[N:25]=2)[CH:13]=[CH:12][S:11]3)[CH:20]=[CH:19][CH:18]=1. Given the reactants CN(C)[CH:3]=[CH:4][C:5]([C:7]1[N:14]2[C:10]([S:11][CH:12]=[CH:13]2)=[N:9][C:8]=1[C:15]1[CH:20]=[CH:19][CH:18]=[C:17]([O:21][CH3:22])[CH:16]=1)=O.Cl.[NH2:25]/[C:26](/[NH:29][C@@H:30]1[CH2:35][CH2:34][CH2:33][N:32]([C:36]([O:38][C:39]([CH3:42])([CH3:41])[CH3:40])=[O:37])[CH2:31]1)=[N:27]/[H].[O-]CC.[Na+], predict the reaction product. (3) Given the reactants [CH2:1]([O:3][C:4](=[O:21])[C:5]([C:15]1[CH:20]=[CH:19][CH:18]=[CH:17][N:16]=1)=[CH:6][C:7]1[CH:12]=[CH:11]C(OC)=C[CH:8]=1)[CH3:2].N1C=CC=CC=1CC(OCC)=[O:30].C[Si]([N-][Si](C)(C)C)(C)C.[Li+].O1C=CC(C=O)=C1.C(OC(=O)C)(=O)C.C(N(CC)CC)C, predict the reaction product. The product is: [CH2:1]([O:3][C:4](=[O:21])[C:5]([C:15]1[CH:20]=[CH:19][CH:18]=[CH:17][N:16]=1)=[CH:6][C:7]1[CH:12]=[CH:11][O:30][CH:8]=1)[CH3:2]. (4) Given the reactants Br[C:2]1[C:3]([C:36](=[O:46])[N:37]([CH2:42][CH2:43][CH2:44][CH3:45])[CH2:38][CH2:39][CH2:40][CH3:41])=[N:4][N:5]([C:8]2[CH:23]=[CH:22][C:11]([C:12]([O:14][CH2:15][C:16]3[CH:21]=[CH:20][CH:19]=[CH:18][CH:17]=3)=[O:13])=[CH:10][C:9]=2[C:24]([N:26]2[CH2:35][CH2:34][C:33]3[C:28](=[CH:29][CH:30]=[CH:31][CH:32]=3)[CH2:27]2)=[O:25])[C:6]=1[CH3:7].[C:47]([O:51][C:52]([CH3:55])([CH3:54])[CH3:53])(=[O:50])[CH:48]=[CH2:49], predict the reaction product. The product is: [C:52]([O:51][C:47](=[O:50])/[CH:48]=[CH:49]/[C:2]1[C:3]([C:36](=[O:46])[N:37]([CH2:38][CH2:39][CH2:40][CH3:41])[CH2:42][CH2:43][CH2:44][CH3:45])=[N:4][N:5]([C:8]2[CH:23]=[CH:22][C:11]([C:12]([O:14][CH2:15][C:16]3[CH:17]=[CH:18][CH:19]=[CH:20][CH:21]=3)=[O:13])=[CH:10][C:9]=2[C:24]([N:26]2[CH2:35][CH2:34][C:33]3[C:28](=[CH:29][CH:30]=[CH:31][CH:32]=3)[CH2:27]2)=[O:25])[C:6]=1[CH3:7])([CH3:55])([CH3:54])[CH3:53]. (5) The product is: [Br:1][C:2]1[S:6][C:5]([C:7]([C:10]2[N:14]([CH:15]3[CH2:17][CH2:16]3)[C:13]([CH:18]3[CH2:21][C:20](=[O:23])[CH2:19]3)=[N:12][N:11]=2)([CH3:9])[CH3:8])=[CH:4][CH:3]=1. Given the reactants [Br:1][C:2]1[S:6][C:5]([C:7]([C:10]2[N:14]([CH:15]3[CH2:17][CH2:16]3)[C:13]([CH:18]3[CH2:21][C:20](=C)[CH2:19]3)=[N:12][N:11]=2)([CH3:9])[CH3:8])=[CH:4][CH:3]=1.[O:23]=[O+][O-].O=O.CS(C)=O, predict the reaction product. (6) Given the reactants [CH3:1][O:2][C:3](=[O:12])[CH2:4][C:5]1[CH:6]=[N:7][CH:8]=[C:9](Br)[CH:10]=1.C1(P(C2CCCCC2)C2C=CC=CC=2C2C(OC)=CC=CC=2OC)CCCCC1.P([O-])([O-])([O-])=O.[K+].[K+].[K+].[CH2:50]([C:52]([C:71]1[CH:76]=[CH:75][C:74](/[CH:77]=[CH:78]/[C:79]2([OH:85])[CH2:84][CH2:83][O:82][CH2:81][CH2:80]2)=[C:73]([CH3:86])[CH:72]=1)([C:55]1[CH:60]=[CH:59][C:58](B2OC(C)(C)C(C)(C)O2)=[C:57]([CH3:70])[CH:56]=1)[CH2:53][CH3:54])[CH3:51].C(=O)(O)[O-].[Na+], predict the reaction product. The product is: [CH3:1][O:2][C:3](=[O:12])[CH2:4][C:5]1[CH:6]=[N:7][CH:8]=[C:9]([C:58]2[CH:59]=[CH:60][C:55]([C:52]([CH2:53][CH3:54])([C:71]3[CH:76]=[CH:75][C:74](/[CH:77]=[CH:78]/[C:79]4([OH:85])[CH2:84][CH2:83][O:82][CH2:81][CH2:80]4)=[C:73]([CH3:86])[CH:72]=3)[CH2:50][CH3:51])=[CH:56][C:57]=2[CH3:70])[CH:10]=1. (7) Given the reactants [CH3:1][O:2][C:3]1[CH:8]=[CH:7][C:6]([C:9](OC)=[O:10])=[CH:5][N:4]=1.[BH4-].[Na+], predict the reaction product. The product is: [CH3:1][O:2][C:3]1[N:4]=[CH:5][C:6]([CH2:9][OH:10])=[CH:7][CH:8]=1. (8) Given the reactants C(N1CCC(NC)CC1)C1C=CC=CC=1.[CH2:16]([N:23]1[CH2:28][CH2:27][CH:26]([N:29]([CH3:42])[C:30](=[O:41])[CH2:31][O:32][C:33]2[N:38]=[C:37]([CH3:39])[CH:36]=[C:35]([CH3:40])[N:34]=2)[CH2:25][CH2:24]1)[C:17]1[CH:22]=[CH:21][CH:20]=[CH:19][CH:18]=1.[ClH:43].C(OCC)(=O)C, predict the reaction product. The product is: [CH2:16]([N:23]1[CH2:28][CH2:27][CH:26]([N:29]([CH3:42])[C:30](=[O:41])[CH2:31][O:32][C:33]2[N:38]=[C:37]([CH3:39])[CH:36]=[C:35]([CH3:40])[N:34]=2)[CH2:25][CH2:24]1)[C:17]1[CH:18]=[CH:19][CH:20]=[CH:21][CH:22]=1.[ClH:43].[CH2:16]([N:23]1[CH2:28][CH2:27][CH:26]([N:29]([CH3:42])[C:30](=[O:41])[CH2:31][O:32][C:33]2[N:38]=[C:37]([CH3:39])[CH:36]=[C:35]([CH3:40])[N:34]=2)[CH2:25][CH2:24]1)[C:17]1[CH:18]=[CH:19][CH:20]=[CH:21][CH:22]=1.